Task: Predict the reaction yield, written as a fraction of the theoretical maximum amount of product (1.0 means a 100% yield; for example, 0.34 means a 34% yield).. Dataset: Reaction yield outcomes from USPTO patents with 853,638 reactions (1) The product is [ClH:28].[C:1]([C:3]1[CH:4]=[C:5]([C:16]2[S:17][C:18]3[N:19]=[CH:20][N:21]=[CH:22][C:23]=3[N:24]=2)[CH:6]=[CH:7][C:8]=1[O:9][C:10]1[CH:11]=[N:12][CH:13]=[CH:14][CH:15]=1)#[N:2]. The reactants are [C:1]([C:3]1[CH:4]=[C:5]([C:16]2[S:17][C:18]3[N:19]=[CH:20][N:21]=[CH:22][C:23]=3[N:24]=2)[CH:6]=[CH:7][C:8]=1[O:9][C:10]1[CH:11]=[N:12][CH:13]=[CH:14][CH:15]=1)#[N:2].CO.C(Cl)(Cl)[Cl:28]. The yield is 1.00. The catalyst is Cl.CO. (2) The reactants are [CH3:1][O:2][C:3]1[N:8]=[C:7]([C:9]2[S:13][C:12]([CH:14]=[O:15])=[CH:11][CH:10]=2)[CH:6]=[C:5]([NH:16][CH2:17][CH2:18][C:19]2[CH:24]=[CH:23][C:22]([O:25][CH3:26])=[CH:21][CH:20]=2)[N:4]=1.S([CH2:37][N+:38]#[C-:39])(C1C=CC(C)=CC=1)(=O)=O.C([O-])([O-])=O.[K+].[K+]. The catalyst is CO. The product is [CH3:1][O:2][C:3]1[N:4]=[C:5]([NH:16][CH2:17][CH2:18][C:19]2[CH:20]=[CH:21][C:22]([O:25][CH3:26])=[CH:23][CH:24]=2)[CH:6]=[C:7]([C:9]2[S:13][C:12]([C:14]3[O:15][CH:39]=[N:38][CH:37]=3)=[CH:11][CH:10]=2)[N:8]=1. The yield is 0.730. (3) The product is [C:1]1([N:7]2[C:12](=[O:13])[C:11]([C:14]3[CH:19]=[CH:18][C:17]([F:20])=[CH:16][CH:15]=3)=[C:10]([OH:21])[CH:9]=[N:8]2)[CH:2]=[CH:3][CH:4]=[CH:5][CH:6]=1. The reactants are [C:1]1([N:7]2[C:12](=[O:13])[C:11]([C:14]3[CH:19]=[CH:18][C:17]([F:20])=[CH:16][CH:15]=3)=[C:10]([O:21]C)[CH:9]=[N:8]2)[CH:6]=[CH:5][CH:4]=[CH:3][CH:2]=1.Br. The yield is 0.920. No catalyst specified. (4) The reactants are C1C([C@@H](O)[C@H](NC(C(Cl)Cl)=O)CO)=CC=C([N+]([O-])=O)C=1.CC1C2NC3C(C=2C(C)=NC=1N)=CC=CC=3.[O:37]=[CH:38][C@@H:39]([C@H:41]([C@@H:43]([C@@H:45]([CH2:47][OH:48])[OH:46])[OH:44])[OH:42])[OH:40].N[C@H](C(O)=O)CC1C2C(=CC=CC=2)NC=1.OP([O-])(O)=O.[K+]. The catalyst is [O-]S([O-])(=O)=O.[Cu+2].O. The product is [O:37]=[CH:38][C@@H:39]([C@H:41]([C@@H:43]([C@@H:45]([CH2:47][OH:48])[OH:46])[OH:44])[OH:42])[OH:40]. The yield is 0.500. (5) The reactants are Cl[C:2]1[C:7]([C:8]([F:11])([F:10])[F:9])=[CH:6][N:5]=[C:4]([NH:12][C:13]2[CH:18]=[CH:17][C:16]([P:19]([CH3:22])([CH3:21])=[O:20])=[CH:15][CH:14]=2)[N:3]=1.C(N(CC)CC)C.[C:30]12([NH2:40])[CH2:39][CH:34]3[CH2:35][CH:36]([CH2:38][CH:32]([CH2:33]3)[CH2:31]1)[CH2:37]2. The catalyst is C(O)C. The product is [CH3:21][P:19]([C:16]1[CH:17]=[CH:18][C:13]([NH:12][C:4]2[N:3]=[C:2]([NH:40][C:30]34[CH2:31][CH:32]5[CH2:38][CH:36]([CH2:35][CH:34]([CH2:33]5)[CH2:39]3)[CH2:37]4)[C:7]([C:8]([F:11])([F:10])[F:9])=[CH:6][N:5]=2)=[CH:14][CH:15]=1)([CH3:22])=[O:20]. The yield is 0.0800.